From a dataset of Catalyst prediction with 721,799 reactions and 888 catalyst types from USPTO. Predict which catalyst facilitates the given reaction. (1) Reactant: [CH:1]1[CH2:5][CH2:4][CH2:3][CH:2]=1.[CH2:6](Cl)Cl. Product: [CH:1]1[CH2:5][CH2:4][CH2:3][CH:2]=1.[CH3:6][CH:1]1[CH2:5][CH2:4][CH:3]=[CH:2]1. The catalyst class is: 45. (2) Reactant: [OH:1][CH2:2][C@@H:3]1[C@@H:7]([OH:8])[CH2:6][CH2:5][O:4]1.[C:9]1([CH3:19])[CH:14]=[CH:13][C:12]([S:15](Cl)(=[O:17])=[O:16])=[CH:11][CH:10]=1. Product: [CH3:19][C:9]1[CH:14]=[CH:13][C:12]([S:15]([O:1][CH2:2][C@@H:3]2[C@@H:7]([OH:8])[CH2:6][CH2:5][O:4]2)(=[O:17])=[O:16])=[CH:11][CH:10]=1. The catalyst class is: 17.